From a dataset of Full USPTO retrosynthesis dataset with 1.9M reactions from patents (1976-2016). Predict the reactants needed to synthesize the given product. (1) Given the product [CH3:27][C@H:28]1[CH2:33][O:32][CH2:31][CH2:30][N:29]1[C:24]([C@H:22]1[CH2:21][CH2:20][C:19]2[C:12]3[C:11]([NH:10][C:8]4[CH:9]=[C:4]5[CH:3]=[N:2][NH:1][C:5]5=[N:6][CH:7]=4)=[N:16][CH:15]=[N:14][C:13]=3[S:17][C:18]=2[CH2:23]1)=[O:25], predict the reactants needed to synthesize it. The reactants are: [NH:1]1[C:5]2=[N:6][CH:7]=[C:8]([NH:10][C:11]3[C:12]4[C:19]5[CH2:20][CH2:21][C@H:22]([C:24](O)=[O:25])[CH2:23][C:18]=5[S:17][C:13]=4[N:14]=[CH:15][N:16]=3)[CH:9]=[C:4]2[CH:3]=[N:2]1.[CH3:27][C@H:28]1[CH2:33][O:32][CH2:31][CH2:30][NH:29]1. (2) Given the product [Cl:27][C:24]1[CH:23]=[CH:22][C:21]([C:19]2[O:18][C:15]3[CH:16]=[CH:17][N:12]([C:9]4[CH:10]=[CH:11][C:6]([CH2:1][CH3:2])=[C:7]([O:29][CH3:30])[CH:8]=4)[C:13](=[O:28])[C:14]=3[CH:20]=2)=[CH:26][CH:25]=1, predict the reactants needed to synthesize it. The reactants are: [CH2:1]([Mg]Br)[CH3:2].Br[C:6]1[CH:11]=[CH:10][C:9]([N:12]2[CH:17]=[CH:16][C:15]3[O:18][C:19]([C:21]4[CH:26]=[CH:25][C:24]([Cl:27])=[CH:23][CH:22]=4)=[CH:20][C:14]=3[C:13]2=[O:28])=[CH:8][C:7]=1[O:29][CH3:30].[Cl-].[NH4+]. (3) Given the product [F:12][C:11]([F:14])([F:13])[C:8]1[CH:9]=[CH:10][C:5]([C:3]2[N:15]=[C:16]([NH2:18])[S:17][CH:2]=2)=[CH:6][CH:7]=1, predict the reactants needed to synthesize it. The reactants are: Br[CH2:2][C:3]([C:5]1[CH:10]=[CH:9][C:8]([C:11]([F:14])([F:13])[F:12])=[CH:7][CH:6]=1)=O.[NH2:15][C:16]([NH2:18])=[S:17].